This data is from Forward reaction prediction with 1.9M reactions from USPTO patents (1976-2016). The task is: Predict the product of the given reaction. (1) Given the reactants [F:1][C:2]1[C:7](B(O)O)=[CH:6][CH:5]=[CH:4][N:3]=1.P([O-])([O-])([O-])=O.[K+].[K+].[K+].O.C([O:23][CH2:24][CH3:25])(=O)C, predict the reaction product. The product is: [F:1][C:2]1[CH:7]=[CH:6][C:5]([C:7]2[C:2]([F:1])=[N:3][CH:4]=[CH:5][CH:6]=2)=[CH:4][C:25]=1[CH2:24][OH:23]. (2) Given the reactants [N+:1]([C:4]1[CH:5]=[C:6]([CH:10]=[CH:11][CH:12]=1)[CH:7]=[N:8][OH:9])([O-:3])=[O:2].[ClH:13].[O-]Cl.[Na+], predict the reaction product. The product is: [OH:9][N:8]=[C:7]([Cl:13])[C:6]1[CH:10]=[CH:11][CH:12]=[C:4]([N+:1]([O-:3])=[O:2])[CH:5]=1. (3) Given the reactants [C:1]([Si:5]([CH3:25])([CH3:24])[O:6][CH:7]([CH2:16][C:17]1[CH:22]=[CH:21][C:20]([F:23])=[CH:19][CH:18]=1)[CH2:8][CH2:9][CH:10]1[NH:14][C:13](=[O:15])[CH2:12][CH2:11]1)([CH3:4])([CH3:3])[CH3:2].[H-].[Na+].Br[CH2:29][CH2:30][CH2:31][CH2:32][CH2:33][CH2:34][C:35]#[N:36].O, predict the reaction product. The product is: [C:1]([Si:5]([CH3:25])([CH3:24])[O:6][CH:7]([CH2:16][C:17]1[CH:22]=[CH:21][C:20]([F:23])=[CH:19][CH:18]=1)[CH2:8][CH2:9][CH:10]1[CH2:11][CH2:12][C:13](=[O:15])[N:14]1[CH2:29][CH2:30][CH2:31][CH2:32][CH2:33][CH2:34][C:35]#[N:36])([CH3:4])([CH3:3])[CH3:2].